Dataset: Forward reaction prediction with 1.9M reactions from USPTO patents (1976-2016). Task: Predict the product of the given reaction. Given the reactants C(NC(C)C)(C)C.C([Li])CCC.CCCCCC.[F:19][C:20]1[CH:25]=[CH:24][C:23]([CH2:26][C:27]([OH:29])=[O:28])=[CH:22][CH:21]=1.[C:30]([O:34][C:35]([N:37]1[CH2:42][CH2:41][C:40](=[O:43])[CH2:39][CH2:38]1)=[O:36])([CH3:33])([CH3:32])[CH3:31], predict the reaction product. The product is: [C:30]([O:34][C:35]([N:37]1[CH2:42][CH2:41][C:40]([CH:26]([C:27]([OH:29])=[O:28])[C:23]2[CH:22]=[CH:21][C:20]([F:19])=[CH:25][CH:24]=2)([OH:43])[CH2:39][CH2:38]1)=[O:36])([CH3:33])([CH3:31])[CH3:32].